Dataset: Experimentally validated miRNA-target interactions with 360,000+ pairs, plus equal number of negative samples. Task: Binary Classification. Given a miRNA mature sequence and a target amino acid sequence, predict their likelihood of interaction. (1) The miRNA is mmu-miR-879-3p with sequence GCUUAUGGCUUCAAGCUUUCGG. The protein sequence of the target gene is MVKAGELVEQQKAAMEEEANAEAAEDQEEPEDTACSSSSKKKKKVVPGIVYLGHVPPRFRPLHVRNLLSAYGEVGRVFFQAEDHFVKRKKKAAAAAGGKKGAKYSKDYTEGWVEFRDKRVAKRVAASLHNTPMGARKRSPFRYDLWNLKYLHRFTWSHLSEHLAFERQVRRQRLRAEVAQAKRETDFYLRNVEQGQHFLAADGDATRPNSSWTFTQRPTEQEFRARKAARPGGRERARLANVEDQARSNRGLLAKIFGAPLPAESKEKP. Result: 0 (no interaction). (2) The miRNA is cel-miR-237-5p with sequence UCCCUGAGAAUUCUCGAACAGCU. The protein sequence of the target gene is MESEEEQHMTTLLCMGFSDPATIRKALRLAKNDINEAVALLTNERPGLDYGGYEPMDSGGGPSPGPGGGPRGDGGGDGGGGGPSRGGSTGGGGGFDPPPAYHEVVDAEKNDENGNCSGEGIEFPTTNLYELESRVLTDHWSIPYKREESLGKCLLASTYLARLGLSESDENCRRFMDRCMPEAFKKLLTSSAVHKWGTEIHEGIYNMLMLLIELVAERIKQDPIPTGLLGVLTMAFNPDNEYHFKNRMKVSQRNWAEVFGEGNMFAVSPVSTFQKEPHGWVVDLVNKFGELGGFAAIQAK.... Result: 0 (no interaction). (3) The miRNA is hsa-miR-3680-5p with sequence GACUCACUCACAGGAUUGUGCA. The protein sequence of the target gene is MDSRVSSPEKQDKENFVGVNNKRLGVCGWILFSLSFLLVIITFPISIWMCLKIIKEYERAVVFRLGRIQADKAKGPGLILVLPCIDVFVKVDLRTVTCNIPPQEILTRDSVTTQVDGVVYYRIYSAVSAVANVNDVHQATFLLAQTTLRNVLGTQTLSQILAGREEIAHSIQTLLDDATELWGIRVARVEIKDVRIPVQLQRSMAAEAEATREARAKVLAAEGEMNASKSLKSASMVLAESPIALQLRYLQTLSTVATEKNSTIVFPLPMNILEGIGGVSYDNHKKLPNKA. Result: 0 (no interaction). (4) The miRNA is hsa-miR-1283 with sequence UCUACAAAGGAAAGCGCUUUCU. The protein sequence of the target gene is MASPRTVTIVALSVALGLFFVFMGTIKLTPRLSKDAYSEMKRAYKSYVRALPLLKKMGINSILLRKSIGALEVACGIVMTLVPGRPKDVANFFLLLLVLAVLFFHQLVGDPLKRYAHALVFGILLTCRLLIARKPEDRSSEKKPLPGNAEEQPSLYEKAPQGKVKVS. Result: 0 (no interaction). (5) The miRNA is mmu-miR-322-5p with sequence CAGCAGCAAUUCAUGUUUUGGA. The protein sequence of the target gene is MPLPQGDVTALFLGPPGSGKSALIAALCGKNVDTVEIPDGRQDSGVPSLRAAAPGLFLGELSCPPAAPGPWAAEANLLVLVLPGSEGSEEPLTPALGEAARAALARGTPLLAVRNLRPGDSQNAAKARDETAALLNSAGLGAAPLFVPPADCSSSDRCEELERLQVVLRTQAEALQRLLPPAQDGFEVLGAAELEAVREAFETGGLEAALSWVRAGLERLGSARLDLAVAGTTNVGLVLDMLLGLDPGDPGAAPASAPTGPTPYPAPERPNVVLWTVPLGPTATSPAVTPHPTHYDALIL.... Result: 1 (interaction). (6) The miRNA is hsa-miR-1914-3p with sequence GGAGGGGUCCCGCACUGGGAGG. The protein sequence of the target gene is MEAGSVVRAIFDFCPSVSEELPLFVGDIIEVLAVVDEFWLLGKKEDVTGQFPSSFVEIVTIPSLKEGERLFVCICEFTSQELDNLPLHRGDLVILDGIPTAGWLQGRSCWGARGFFPSSCVRELCLSSQSRQWHSQSALFQIPEYSMGQARALMGLSAQLDEELDFREGDVITIIGVPEPGWFEGELEGRRGIFPEGFVELLGPLRTVDESVSSGNQDDCIVNGEVDTPVGEEEIGPDEDEEEPGTYGVALYRFQALEPNELDFEVGDKIRILATLEDGWLEGSLKGRTGIFPYRFVKLC.... Result: 0 (no interaction). (7) The miRNA is mmu-miR-704 with sequence AGACAUGUGCUCUGCUCCUAG. The protein sequence of the target gene is MCCTKSLLLAALMSVLLLHLCGESEAASNFDCCLGYTDRILHPKFIVGFTRQLANEGCDINAIIFHTKKKLSVCANPKQTWVKYIVRLLSKKVKNM. Result: 0 (no interaction).